From a dataset of Forward reaction prediction with 1.9M reactions from USPTO patents (1976-2016). Predict the product of the given reaction. (1) Given the reactants [N-:1]=[N+:2]=[N-:3].[Na+].[S:5](Cl)([Cl:8])(=[O:7])=[O:6].[NH:10]1[CH:14]=[CH:13][N:12]=[CH:11]1.Cl, predict the reaction product. The product is: [ClH:8].[N:10]1([S:5]([N:1]=[N+:2]=[N-:3])(=[O:7])=[O:6])[CH:14]=[CH:13][N:12]=[CH:11]1. (2) Given the reactants [F:1][C:2]1[CH:3]=[CH:4][C:5]([C:14]#[C:15][Si](C)(C)C)=[C:6]([CH2:8][CH2:9][NH:10][C:11](=[O:13])[CH3:12])[CH:7]=1.C1C(=O)N([Br:27])C(=O)C1, predict the reaction product. The product is: [F:1][C:2]1[CH:3]=[CH:4][C:5]([C:14]#[C:15][Br:27])=[C:6]([CH2:8][CH2:9][NH:10][C:11](=[O:13])[CH3:12])[CH:7]=1. (3) The product is: [F:15][C:2]1([F:1])[CH2:7][CH2:6][C@H:5]([OH:8])[C@@H:4]([C:9]2[N:13]([CH3:14])[N:12]=[CH:11][CH:10]=2)[CH2:3]1. Given the reactants [F:1][C:2]1([F:15])[CH2:7][CH2:6][C:5](=[O:8])[C:4]([C:9]2[N:13]([CH3:14])[N:12]=[CH:11][CH:10]=2)=[CH:3]1.[BH4-].[Na+].CO, predict the reaction product. (4) Given the reactants Cl[C:2]1[C:3](=[O:15])[N:4]([C@H:9]([CH:12]2[CH2:14][CH2:13]2)[CH2:10][CH3:11])[CH:5]=[C:6]([Cl:8])[N:7]=1.[Br:16][C:17]1[C:22]2[NH:23][CH2:24][CH2:25][O:26][C:21]=2[CH:20]=[C:19]([O:27][CH3:28])[CH:18]=1, predict the reaction product. The product is: [Br:16][C:17]1[C:22]2[N:23]([C:2]3[C:3](=[O:15])[N:4]([C@H:9]([CH:12]4[CH2:14][CH2:13]4)[CH2:10][CH3:11])[CH:5]=[C:6]([Cl:8])[N:7]=3)[CH2:24][CH2:25][O:26][C:21]=2[CH:20]=[C:19]([O:27][CH3:28])[CH:18]=1.